This data is from Reaction yield outcomes from USPTO patents with 853,638 reactions. The task is: Predict the reaction yield, written as a fraction of the theoretical maximum amount of product (1.0 means a 100% yield; for example, 0.34 means a 34% yield). (1) The reactants are [H-].[Na+].[OH:3][C:4]1[CH:9]=[CH:8][CH:7]=[CH:6][N:5]=1.[Br-].[Li+].[Cl:12][C:13]1[CH:18]=[CH:17][C:16]([C@@H:19]2[O:25][CH2:24][CH2:23][N:22]([C:26]([O:28][C:29]([CH3:32])([CH3:31])[CH3:30])=[O:27])[CH2:21][C@H:20]2[CH2:33]OS(C)(=O)=O)=[CH:15][C:14]=1[F:39]. The catalyst is COCCOC.CN(C=O)C.O. The product is [Cl:12][C:13]1[CH:18]=[CH:17][C:16]([C@@H:19]2[O:25][CH2:24][CH2:23][N:22]([C:26]([O:28][C:29]([CH3:31])([CH3:30])[CH3:32])=[O:27])[CH2:21][C@H:20]2[CH2:33][N:5]2[CH:6]=[CH:7][CH:8]=[CH:9][C:4]2=[O:3])=[CH:15][C:14]=1[F:39]. The yield is 0.810. (2) The reactants are [Cl:1][C:2]1[N:7]=[C:6]([NH2:8])[C:5]([CH3:9])=[CH:4][N:3]=1.Br[C:11]1[CH:16]=[CH:15][C:14]([Cl:17])=[C:13]([O:18][CH3:19])[CH:12]=1.CC1(C)C2C(=C(P(C3C=CC=CC=3)C3C=CC=CC=3)C=CC=2)OC2C(P(C3C=CC=CC=3)C3C=CC=CC=3)=CC=CC1=2.C(=O)([O-])[O-].[Cs+].[Cs+]. The catalyst is O1CCOCC1.C(Cl)Cl.C1C=CC(/C=C/C(/C=C/C2C=CC=CC=2)=O)=CC=1.C1C=CC(/C=C/C(/C=C/C2C=CC=CC=2)=O)=CC=1.C1C=CC(/C=C/C(/C=C/C2C=CC=CC=2)=O)=CC=1.[Pd].[Pd]. The product is [Cl:17][C:14]1[CH:15]=[CH:16][C:11]([NH:8][C:6]2[C:5]([CH3:9])=[CH:4][N:3]=[C:2]([Cl:1])[N:7]=2)=[CH:12][C:13]=1[O:18][CH3:19]. The yield is 0.550. (3) The reactants are [S:1]1[C:5]2[CH:6]=[CH:7][CH:8]=[CH:9][C:4]=2[N:3]=[C:2]1[S:10][CH2:11][C:12]([OH:14])=O.[O:15]1[CH2:20][CH2:19][NH:18][C:17]2[CH:21]=[CH:22][CH:23]=[CH:24][C:16]1=2. No catalyst specified. The product is [S:1]1[C:5]2[CH:6]=[CH:7][CH:8]=[CH:9][C:4]=2[N:3]=[C:2]1[S:10][CH2:11][C:12]([N:18]1[C:17]2[CH:21]=[CH:22][CH:23]=[CH:24][C:16]=2[O:15][CH2:20][CH2:19]1)=[O:14]. The yield is 0.780. (4) The reactants are [NH2:1][C:2]1[C:11]([N+:12]([O-])=O)=[CH:10][C:9]([Br:15])=[C:8]([O:16][CH3:17])[C:3]=1[C:4]([O:6][CH3:7])=[O:5].O.O.[Sn](Cl)Cl.C(=O)(O)[O-].[Na+].O.[F:29][C:30]1[CH:35]=[C:34]([F:36])[CH:33]=[CH:32][C:31]=1[C:37]([CH:39]=O)=O. The catalyst is C(O)C.O. The product is [Br:15][C:9]1[C:8]([O:16][CH3:17])=[C:3]([C:4]([O:6][CH3:7])=[O:5])[C:2]2[N:1]=[C:37]([C:31]3[CH:32]=[CH:33][C:34]([F:36])=[CH:35][C:30]=3[F:29])[CH:39]=[N:12][C:11]=2[CH:10]=1. The yield is 0.620. (5) The reactants are [CH3:1][O:2][CH2:3][C:4]([C:7]1[CH:44]=[CH:43][C:10]2[NH:11][C:12]([CH2:14][CH2:15][CH:16]3[CH2:19][CH:18]([N:20]([CH2:22][C@@H:23]4[C@H:27]5[O:28]C(C)(C)[O:30][C@H:26]5[C@H:25]([N:33]5[CH:41]=[N:40][C:39]6[C:34]5=[N:35][CH:36]=[N:37][C:38]=6[NH2:42])[O:24]4)[CH3:21])[CH2:17]3)=[N:13][C:9]=2[CH:8]=1)([CH3:6])[CH3:5].Cl.[CH3:46]O. No catalyst specified. The yield is 0.530. The product is [NH2:42][C:38]1[N:37]=[CH:36][N:35]=[C:34]2[C:39]=1[N:40]=[CH:41][N:33]2[C@H:25]1[C@H:26]([OH:30])[C@H:27]([OH:28])[C@@H:23]([CH2:22][N:20]([CH:18]2[CH2:19][CH:16]([CH2:15][CH2:14][C:12]3[NH:11][C:10]4[CH:43]=[CH:44][C:7]([C:4]([CH2:5][CH3:46])([CH3:6])[CH2:3][O:2][CH3:1])=[CH:8][C:9]=4[N:13]=3)[CH2:17]2)[CH3:21])[O:24]1. (6) The reactants are C1(C)C=CC(S(O[C@@H:11]([CH2:13]/[CH:14]=[CH:15]/[C:16]2[CH:17]=[N:18][CH:19]=[CH:20][CH:21]=2)[CH3:12])(=O)=O)=CC=1.[CH3:23][NH2:24]. The catalyst is C(O)C. The product is [CH3:23][NH:24][C@H:11]([CH2:13]/[CH:14]=[CH:15]/[C:16]1[CH:17]=[N:18][CH:19]=[CH:20][CH:21]=1)[CH3:12]. The yield is 0.240. (7) The reactants are [CH3:1][C:2]1([CH3:18])[C:11]2[C:6](=[CH:7][C:8]([N+:14]([O-:16])=[O:15])=[C:9]([O:12][CH3:13])[CH:10]=2)[NH:5][C:4](=O)[CH2:3]1.B.CSC. The catalyst is O1CCCC1. The product is [CH3:1][C:2]1([CH3:18])[C:11]2[C:6](=[CH:7][C:8]([N+:14]([O-:16])=[O:15])=[C:9]([O:12][CH3:13])[CH:10]=2)[NH:5][CH2:4][CH2:3]1. The yield is 0.560.